Dataset: NCI-60 drug combinations with 297,098 pairs across 59 cell lines. Task: Regression. Given two drug SMILES strings and cell line genomic features, predict the synergy score measuring deviation from expected non-interaction effect. (1) Drug 1: CCCCCOC(=O)NC1=NC(=O)N(C=C1F)C2C(C(C(O2)C)O)O. Drug 2: C1=CC=C(C(=C1)C(C2=CC=C(C=C2)Cl)C(Cl)Cl)Cl. Cell line: 786-0. Synergy scores: CSS=-1.60, Synergy_ZIP=0.561, Synergy_Bliss=0.506, Synergy_Loewe=-0.469, Synergy_HSA=-0.459. (2) Drug 1: CC1C(C(CC(O1)OC2CC(CC3=C2C(=C4C(=C3O)C(=O)C5=C(C4=O)C(=CC=C5)OC)O)(C(=O)C)O)N)O.Cl. Drug 2: CC12CCC3C(C1CCC2O)C(CC4=C3C=CC(=C4)O)CCCCCCCCCS(=O)CCCC(C(F)(F)F)(F)F. Cell line: HCC-2998. Synergy scores: CSS=17.4, Synergy_ZIP=-0.345, Synergy_Bliss=6.73, Synergy_Loewe=-2.65, Synergy_HSA=3.83.